This data is from Reaction yield outcomes from USPTO patents with 853,638 reactions. The task is: Predict the reaction yield, written as a fraction of the theoretical maximum amount of product (1.0 means a 100% yield; for example, 0.34 means a 34% yield). (1) The reactants are [OH:1][C:2]1[CH:11]=[CH:10][CH:9]=[CH:8][C:3]=1[C:4]([O:6][CH3:7])=[O:5].[Cl:12][C:13]1[CH:18]=[CH:17][C:16]([N+:19]([O-:21])=[O:20])=[C:15](F)[CH:14]=1.C(=O)([O-])[O-].[Cs+].[Cs+].C(OCC)(=O)C. The catalyst is C(#N)C. The product is [Cl:12][C:13]1[CH:14]=[CH:15][C:16]([N+:19]([O-:21])=[O:20])=[C:17]([CH:18]=1)[O:1][C:2]1[CH:11]=[CH:10][CH:9]=[CH:8][C:3]=1[C:4]([O:6][CH3:7])=[O:5]. The yield is 0.780. (2) The product is [Cl:27][C:22]1[CH:21]=[C:20]([C:14]2([C:16]([F:18])([F:17])[F:19])[O:13][N:12]([CH3:28])[C:11]([C:8]3[CH:9]=[CH:10][C:5]([C:4]([OH:30])=[O:3])=[C:6]([CH3:29])[CH:7]=3)=[CH:15]2)[CH:25]=[C:24]([Cl:26])[CH:23]=1. The catalyst is CO. The yield is 0.950. The reactants are C([O:3][C:4](=[O:30])[C:5]1[CH:10]=[CH:9][C:8]([C:11]2[N:12]([CH3:28])[O:13][C:14]([C:20]3[CH:25]=[C:24]([Cl:26])[CH:23]=[C:22]([Cl:27])[CH:21]=3)([C:16]([F:19])([F:18])[F:17])[CH:15]=2)=[CH:7][C:6]=1[CH3:29])C.C1COCC1.O.[OH-].[K+].